Task: Predict the reaction yield, written as a fraction of the theoretical maximum amount of product (1.0 means a 100% yield; for example, 0.34 means a 34% yield).. Dataset: Reaction yield outcomes from USPTO patents with 853,638 reactions The reactants are Br[C:2]1[CH:3]=[C:4]([CH2:8][N:9]2[CH2:14][CH2:13][O:12][CH2:11][CH2:10]2)[S:5][C:6]=1[Cl:7].C([Li])CCC.CON(C)[C:23](=[O:25])[CH3:24]. The catalyst is C(OCC)C. The product is [Cl:7][C:6]1[S:5][C:4]([CH2:8][N:9]2[CH2:14][CH2:13][O:12][CH2:11][CH2:10]2)=[CH:3][C:2]=1[C:23](=[O:25])[CH3:24]. The yield is 0.370.